This data is from Full USPTO retrosynthesis dataset with 1.9M reactions from patents (1976-2016). The task is: Predict the reactants needed to synthesize the given product. Given the product [C:1]([C:3]1[CH:9]=[CH:8][C:6]([NH:7][S:13](=[O:15])(=[O:14])[OH:16])=[C:5]([O:10][CH3:11])[CH:4]=1)#[N:2], predict the reactants needed to synthesize it. The reactants are: [C:1]([C:3]1[CH:9]=[CH:8][C:6]([NH2:7])=[C:5]([O:10][CH3:11])[CH:4]=1)#[N:2].Cl[S:13]([OH:16])(=[O:15])=[O:14].